This data is from Catalyst prediction with 721,799 reactions and 888 catalyst types from USPTO. The task is: Predict which catalyst facilitates the given reaction. Reactant: O=[C:2]([C:6]1[C:14]2[C:9](=[CH:10][N:11]=[CH:12][CH:13]=2)[NH:8][CH:7]=1)[C:3]([NH2:5])=O.[H-].[Al+3].[Li+].[H-].[H-].[H-]. Product: [NH2:5][CH2:3][CH2:2][C:6]1[C:14]2[C:9](=[CH:10][N:11]=[CH:12][CH:13]=2)[NH:8][CH:7]=1. The catalyst class is: 28.